From a dataset of Catalyst prediction with 721,799 reactions and 888 catalyst types from USPTO. Predict which catalyst facilitates the given reaction. (1) Reactant: [C:1]([C:3]1[C:4]2[C:11]([CH3:12])=[CH:10][CH:9]=[CH:8][C:5]=2[S:6][CH:7]=1)#[N:2].[H-].[Al+3].[Li+].[H-].[H-].[H-].Cl.[OH-].[Na+]. Product: [NH2:2][CH2:1][C:3]1[C:4]2[C:11]([CH3:12])=[CH:10][CH:9]=[CH:8][C:5]=2[S:6][CH:7]=1. The catalyst class is: 385. (2) Reactant: [F:1][C:2]1[CH:3]=[C:4]([C@@H:9]2[C@@H:14]([CH:15]=O)[CH2:13][N:12]([C:17]([O:19][C:20]([CH3:23])([CH3:22])[CH3:21])=[O:18])[C@@H:11]([CH3:24])[CH2:10]2)[CH:5]=[CH:6][C:7]=1[F:8].Cl.[NH2:26][OH:27].C(=O)([O-])[O-].[Na+].[Na+]. The catalyst class is: 8. Product: [F:1][C:2]1[CH:3]=[C:4]([C@@H:9]2[C@@H:14](/[CH:15]=[N:26]/[OH:27])[CH2:13][N:12]([C:17]([O:19][C:20]([CH3:23])([CH3:22])[CH3:21])=[O:18])[C@@H:11]([CH3:24])[CH2:10]2)[CH:5]=[CH:6][C:7]=1[F:8]. (3) Reactant: [CH2:1]([Mg]Br)[CH3:2].[F:5][C:6]1[CH:7]=[C:8]([CH:38]=[CH:39][C:40]=1[F:41])[O:9][C:10]1([C:33](OCC)=[O:34])[CH2:15][CH2:14][CH2:13][N:12]2[C:16]([C:19]3[CH:24]=[CH:23][C:22]([C:25]4[O:29][C:28]([CH3:30])=[N:27][CH:26]=4)=[C:21]([O:31][CH3:32])[CH:20]=3)=[N:17][N:18]=[C:11]12.[Cl-].[NH4+]. Product: [F:5][C:6]1[CH:7]=[C:8]([CH:38]=[CH:39][C:40]=1[F:41])[O:9][C:10]1([CH:33]([OH:34])[CH2:1][CH3:2])[CH2:15][CH2:14][CH2:13][N:12]2[C:16]([C:19]3[CH:24]=[CH:23][C:22]([C:25]4[O:29][C:28]([CH3:30])=[N:27][CH:26]=4)=[C:21]([O:31][CH3:32])[CH:20]=3)=[N:17][N:18]=[C:11]12. The catalyst class is: 1. (4) Reactant: [S:1]1[C:10]2[C:5](=[CH:6][CH:7]=[CH:8][CH:9]=2)[C:4](=O)[CH2:3][CH2:2]1.CO[NH3+:14].[Cl-:15].O. Product: [ClH:15].[S:1]1[C:10]2[C:5](=[CH:6][CH:7]=[CH:8][CH:9]=2)[CH:4]([NH2:14])[CH2:3][CH2:2]1. The catalyst class is: 17. (5) Reactant: S([N:11]1[C:15]2[N:16]=[CH:17][C:18]3[N:19]([C:20]([C:23]45[CH2:30][CH2:29][C:26]([NH:31][S:32]([CH:35]6[CH2:37][CH2:36]6)(=[O:34])=[O:33])([CH2:27][CH2:28]4)[CH2:25][CH2:24]5)=[N:21][N:22]=3)[C:14]=2[CH:13]=[CH:12]1)(C1C=CC(C)=CC=1)(=O)=O.[OH-].[Na+].O1CCOCC1. Product: [C:20]1([C:23]23[CH2:24][CH2:25][C:26]([NH:31][S:32]([CH:35]4[CH2:37][CH2:36]4)(=[O:33])=[O:34])([CH2:27][CH2:28]2)[CH2:29][CH2:30]3)[N:19]2[C:14]3[CH:13]=[CH:12][NH:11][C:15]=3[N:16]=[CH:17][C:18]2=[N:22][N:21]=1. The catalyst class is: 3.